From a dataset of Forward reaction prediction with 1.9M reactions from USPTO patents (1976-2016). Predict the product of the given reaction. (1) Given the reactants CC(C)([O-])C.[K+].[OH:7][CH2:8][C:9]1[CH:10]=[C:11]([CH:15]=[CH:16][CH:17]=1)[C:12]([OH:14])=[O:13].[NH2:18][C:19]1[C:24]([C:25]#[N:26])=[C:23]([C:27]2[CH:32]=[CH:31][C:30]([O:33][CH:34]3[CH2:38][CH2:37][O:36][CH2:35]3)=[CH:29][CH:28]=2)[C:22]([C:39]#[N:40])=[C:21](SC2C=CC=CC=2)[N:20]=1.Cl, predict the reaction product. The product is: [NH2:18][C:19]1[N:20]=[C:21]([O:7][CH2:8][C:9]2[CH:10]=[C:11]([CH:15]=[CH:16][CH:17]=2)[C:12]([OH:14])=[O:13])[C:22]([C:39]#[N:40])=[C:23]([C:27]2[CH:32]=[CH:31][C:30]([O:33][CH:34]3[CH2:38][CH2:37][O:36][CH2:35]3)=[CH:29][CH:28]=2)[C:24]=1[C:25]#[N:26]. (2) Given the reactants [OH-].[Na+].Cl.[CH3:4][C:5]([CH3:11])([CH3:10])[C:6](=[NH:9])OC.[C:12]([CH2:14][C:15]([NH:17][NH2:18])=O)#[N:13], predict the reaction product. The product is: [C:5]([C:6]1[N:9]=[C:15]([CH2:14][C:12]#[N:13])[NH:17][N:18]=1)([CH3:11])([CH3:10])[CH3:4]. (3) Given the reactants Br[C:2]1[CH:3]=[N:4][N:5]2[CH:10]=[C:9]([F:11])[CH:8]=[CH:7][C:6]=12.C([O-])(=O)C.[K+].[B:17]1([B:17]2[O:21][C:20]([CH3:23])([CH3:22])[C:19]([CH3:25])([CH3:24])[O:18]2)[O:21][C:20]([CH3:23])([CH3:22])[C:19]([CH3:25])([CH3:24])[O:18]1, predict the reaction product. The product is: [F:11][C:9]1[CH:8]=[CH:7][C:6]2[N:5]([N:4]=[CH:3][C:2]=2[B:17]2[O:21][C:20]([CH3:23])([CH3:22])[C:19]([CH3:25])([CH3:24])[O:18]2)[CH:10]=1.